From a dataset of Full USPTO retrosynthesis dataset with 1.9M reactions from patents (1976-2016). Predict the reactants needed to synthesize the given product. (1) Given the product [CH3:1][C:2]1[CH:7]=[CH:6][C:5]([OH:8])=[CH:4][C:3]=1[NH:15][C:16]1[CH:17]=[CH:18][C:19]2[N:20]([C:22]([C:25]3[CH:30]=[CH:29][N:28]=[CH:27][CH:26]=3)=[CH:23][N:24]=2)[N:21]=1, predict the reactants needed to synthesize it. The reactants are: [CH3:1][C:2]1[CH:7]=[CH:6][C:5]([O:8]C2CCCCO2)=[CH:4][C:3]=1[NH:15][C:16]1[CH:17]=[CH:18][C:19]2[N:20]([C:22]([C:25]3[CH:30]=[CH:29][N:28]=[CH:27][CH:26]=3)=[CH:23][N:24]=2)[N:21]=1.C1(C)C=CC(S([O-])(=O)=O)=CC=1.[NH+]1C=CC=CC=1. (2) Given the product [Cl:1][C:2]1[CH:3]=[C:4]([CH:5]=[CH:6][C:7]=1[N+:8]([O-:10])=[O:9])[O:11][CH2:14][CH2:15][N:16]([CH2:19][CH3:20])[CH2:17][CH3:18], predict the reactants needed to synthesize it. The reactants are: [Cl:1][C:2]1[CH:3]=[C:4]([OH:11])[CH:5]=[CH:6][C:7]=1[N+:8]([O-:10])=[O:9].Cl.Cl[CH2:14][CH2:15][N:16]([CH2:19][CH3:20])[CH2:17][CH3:18].